Dataset: Forward reaction prediction with 1.9M reactions from USPTO patents (1976-2016). Task: Predict the product of the given reaction. (1) Given the reactants C(=O)([O-])[O-].[K+].[K+].[C:7]([C:9]1[CH:10]=[C:11]([CH:35]([CH3:37])[CH3:36])[C:12]2[O:16][C:15]([C:17]3[CH:33]=[CH:32][C:20]([C:21]([NH:23][CH2:24][C@H:25]4[O:31][CH2:30][CH2:29][NH:28][CH2:27][CH2:26]4)=[O:22])=[CH:19][CH:18]=3)=[N:14][C:13]=2[CH:34]=1)#[N:8].Br[CH2:39][C:40]1[CH:45]=[CH:44][CH:43]=[C:42]([C:46]([F:49])([F:48])[F:47])[CH:41]=1, predict the reaction product. The product is: [C:7]([C:9]1[CH:10]=[C:11]([CH:35]([CH3:37])[CH3:36])[C:12]2[O:16][C:15]([C:17]3[CH:33]=[CH:32][C:20]([C:21]([NH:23][CH2:24][C@H:25]4[O:31][CH2:30][CH2:29][N:28]([CH2:39][C:40]5[CH:45]=[CH:44][CH:43]=[C:42]([C:46]([F:47])([F:48])[F:49])[CH:41]=5)[CH2:27][CH2:26]4)=[O:22])=[CH:19][CH:18]=3)=[N:14][C:13]=2[CH:34]=1)#[N:8]. (2) Given the reactants Cl[C:2]1[C:11]2[CH2:10][CH2:9][C@H:8]3[C@H:12]([CH3:17])[C:13](=[O:16])[CH2:14][CH2:15][C@:7]3([C:18]3[CH:23]=[CH:22][CH:21]=[CH:20][CH:19]=3)[C:6]=2[N:5]=[C:4]([CH3:24])[N:3]=1.[O:25]1[CH:29]=[CH:28][C:27](B2OC(C)(C)C(C)(C)O2)=[CH:26]1.C(=O)([O-])[O-].[Na+].[Na+], predict the reaction product. The product is: [O:25]1[CH:29]=[CH:28][C:27]([C:2]2[C:11]3[CH2:10][CH2:9][C@H:8]4[C@H:12]([CH3:17])[C:13](=[O:16])[CH2:14][CH2:15][C@:7]4([C:18]4[CH:23]=[CH:22][CH:21]=[CH:20][CH:19]=4)[C:6]=3[N:5]=[C:4]([CH3:24])[N:3]=2)=[CH:26]1. (3) Given the reactants [N:1]1[N:5]2[CH:6]=[CH:7][CH:8]=[CH:9][C:4]2=[C:3]([CH2:10]O)[CH:2]=1.P(Br)(Br)[Br:13], predict the reaction product. The product is: [Br:13][CH2:10][C:3]1[CH:2]=[N:1][N:5]2[CH:6]=[CH:7][CH:8]=[CH:9][C:4]=12.